This data is from Reaction yield outcomes from USPTO patents with 853,638 reactions. The task is: Predict the reaction yield, written as a fraction of the theoretical maximum amount of product (1.0 means a 100% yield; for example, 0.34 means a 34% yield). (1) The reactants are [CH2:1]([O:8][C@H:9]1[C@@H:14]([O:15][CH2:16][C:17]2[CH:22]=[CH:21][CH:20]=[CH:19][CH:18]=2)[C@H:13]([O:23][CH2:24][C:25]2[CH:30]=[CH:29][CH:28]=[CH:27][CH:26]=2)[C@@H:12]([CH2:31][O:32][CH2:33][C:34]2[CH:39]=[CH:38][CH:37]=[CH:36][CH:35]=2)[O:11][C@@H:10]1[O:40][CH2:41][CH:42]([CH2:44][OH:45])[OH:43])[C:2]1[CH:7]=[CH:6][CH:5]=[CH:4][CH:3]=1.C(Cl)(C1C=CC=CC=1)(C1C=CC=CC=1)C1C=CC=CC=1.[C:66](Cl)(=[O:73])[C:67]1[CH:72]=[CH:71][CH:70]=[CH:69][CH:68]=1. The catalyst is N1C=CC=CC=1.ClCCl. The product is [C:66]([O:43][CH:42]([CH2:41][O:40][C@H:10]1[O:11][C@H:12]([CH2:31][O:32][CH2:33][C:34]2[CH:39]=[CH:38][CH:37]=[CH:36][CH:35]=2)[C@@H:13]([O:23][CH2:24][C:25]2[CH:26]=[CH:27][CH:28]=[CH:29][CH:30]=2)[C@H:14]([O:15][CH2:16][C:17]2[CH:22]=[CH:21][CH:20]=[CH:19][CH:18]=2)[C@@H:9]1[O:8][CH2:1][C:2]1[CH:3]=[CH:4][CH:5]=[CH:6][CH:7]=1)[CH2:44][OH:45])(=[O:73])[C:67]1[CH:72]=[CH:71][CH:70]=[CH:69][CH:68]=1. The yield is 0.770. (2) The reactants are [Br:1][C:2]1[C:3]([OH:17])=[CH:4][C:5]2[C:6]([CH3:16])([CH3:15])[CH2:7][CH:8]=[C:9]([CH:12]([CH3:14])[CH3:13])[C:10]=2[CH:11]=1.I[CH2:19][CH2:20][CH2:21][CH3:22]. No catalyst specified. The product is [Br:1][C:2]1[CH:11]=[C:10]2[C:5](=[CH:4][C:3]=1[O:17][CH2:19][CH2:20][CH2:21][CH3:22])[C:6]([CH3:15])([CH3:16])[CH2:7][CH:8]=[C:9]2[CH:12]([CH3:13])[CH3:14]. The yield is 0.660.